From a dataset of Full USPTO retrosynthesis dataset with 1.9M reactions from patents (1976-2016). Predict the reactants needed to synthesize the given product. (1) Given the product [Cl:35][C:2]1[C:7]([C:8]#[N:9])=[C:6]([C:10]2[S:14][CH:13]=[N:12][CH:11]=2)[C:5]([C:15]#[N:16])=[C:4]([S:17][CH2:18][C:19]2[N:20]=[C:21]([C:24]3[CH:29]=[CH:28][C:27]([Cl:30])=[CH:26][CH:25]=3)[S:22][CH:23]=2)[N:3]=1, predict the reactants needed to synthesize it. The reactants are: N[C:2]1[C:7]([C:8]#[N:9])=[C:6]([C:10]2[S:14][CH:13]=[N:12][CH:11]=2)[C:5]([C:15]#[N:16])=[C:4]([S:17][CH2:18][C:19]2[N:20]=[C:21]([C:24]3[CH:29]=[CH:28][C:27]([Cl:30])=[CH:26][CH:25]=3)[S:22][CH:23]=2)[N:3]=1.N([O-])=O.[Na+].[ClH:35]. (2) Given the product [CH3:27][O:26][C:24]1[CH:25]=[C:20]([C:19]#[C:18][C:17]2[C:10]3[C:9]([NH2:8])=[N:14][CH:13]=[N:12][C:11]=3[N:15]([C@H:30]3[CH2:34][CH2:33][NH:32][CH2:31]3)[CH:16]=2)[CH:21]=[C:22]([O:28][CH3:29])[CH:23]=1, predict the reactants needed to synthesize it. The reactants are: Cl.O1CCOCC1.[NH2:8][C:9]1[C:10]2[C:17]([C:18]#[C:19][C:20]3[CH:25]=[C:24]([O:26][CH3:27])[CH:23]=[C:22]([O:28][CH3:29])[CH:21]=3)=[CH:16][N:15]([C@H:30]3[CH2:34][CH2:33][N:32](C(OC(C)(C)C)=O)[CH2:31]3)[C:11]=2[N:12]=[CH:13][N:14]=1. (3) Given the product [Br:13][C:8]1[C:7]2[S:6][CH:5]=[CH:4][C:12]=2[CH:11]=[CH:10][CH:9]=1, predict the reactants needed to synthesize it. The reactants are: C(O[CH:4](OCC)[CH2:5][S:6][C:7]1[CH:12]=[CH:11][CH:10]=[CH:9][C:8]=1[Br:13])C. (4) The reactants are: [O:1]=[C:2]1[C:6]2[CH:7]=[CH:8][CH:9]=[CH:10][C:5]=2[C:4](=[O:11])[N:3]1[CH2:12][CH2:13][CH2:14][S:15]([O:18][CH2:19][C:20]([CH3:33])([CH3:32])[C@@H:21]([O:24][CH2:25][C:26]1[CH:31]=[CH:30][CH:29]=[CH:28][CH:27]=1)[CH:22]=[O:23])(=[O:17])=[O:16].CC(C)=[O:36]. Given the product [O:11]=[C:4]1[C:5]2[CH:10]=[CH:9][CH:8]=[CH:7][C:6]=2[C:2](=[O:1])[N:3]1[CH2:12][CH2:13][CH2:14][S:15]([O:18][CH2:19][C:20]([CH3:33])([CH3:32])[C@@H:21]([O:24][CH2:25][C:26]1[CH:27]=[CH:28][CH:29]=[CH:30][CH:31]=1)[C:22]([OH:36])=[O:23])(=[O:16])=[O:17], predict the reactants needed to synthesize it. (5) Given the product [Cl:1][C:2]1[C:3]2[N:4]([C:10]([C@H:12]3[CH2:21][N:20]4[C@H:15]([CH2:16][O:17][C@H:18]([CH3:23])[C:19]4=[O:22])[CH2:14][CH2:13]3)=[N:9][CH:8]=2)[CH:5]=[CH:6][N:7]=1, predict the reactants needed to synthesize it. The reactants are: [Cl:1][C:2]1[C:3]([CH2:8][NH:9][C:10]([C@H:12]2[CH2:21][N:20]3[C@H:15]([CH2:16][O:17][C@@H:18]([CH3:23])[C:19]3=[O:22])[CH2:14][CH2:13]2)=O)=[N:4][CH:5]=[CH:6][N:7]=1.CN(C=O)C.N1C=CC=CC=1.O=P(Cl)(Cl)Cl. (6) The reactants are: [CH3:1][O:2][C:3]1[CH:12]=[N:11][C:10]2[C:5](=[CH:6][CH:7]=[C:8]([N+:13]([O-])=O)[CH:9]=2)[N:4]=1.[Cl-].[NH4+]. Given the product [CH3:1][O:2][C:3]1[CH:12]=[N:11][C:10]2[C:5](=[CH:6][CH:7]=[C:8]([NH2:13])[CH:9]=2)[N:4]=1, predict the reactants needed to synthesize it. (7) Given the product [F:70][C:67]1[CH:68]=[N:69][C:62]2[N:61]([CH:71]3[CH2:76][CH2:75][S:74][CH2:73][CH2:72]3)[C:60](=[O:77])[N:59]([C@@H:56]3[CH2:55][CH2:54][C@H:53]([NH:52][C:16]([C:14]4[N:15]=[C:10]5[CH:9]=[CH:8][C:7]([CH:3]6[CH2:4][CH2:5][CH2:6][N:2]6[CH3:1])=[CH:12][N:11]5[CH:13]=4)=[O:18])[CH2:58][CH2:57]3)[C:64](=[O:65])[C:63]=2[CH:66]=1, predict the reactants needed to synthesize it. The reactants are: [CH3:1][N:2]1[CH2:6][CH2:5][CH2:4][CH:3]1[C:7]1[CH:8]=[CH:9][C:10]2[N:11]([CH:13]=[C:14]([C:16]([OH:18])=O)[N:15]=2)[CH:12]=1.CCN(C(C)C)C(C)C.CN(C(ON1N=NC2C=CC=NC1=2)=[N+](C)C)C.F[P-](F)(F)(F)(F)F.[NH2:52][CH:53]1[CH2:58][CH2:57][CH:56]([N:59]2[C:64](=[O:65])[C:63]3[CH:66]=[C:67]([F:70])[CH:68]=[N:69][C:62]=3[N:61]([CH:71]3[CH2:76][CH2:75][S:74][CH2:73][CH2:72]3)[C:60]2=[O:77])[CH2:55][CH2:54]1.